Dataset: CYP2D6 inhibition data for predicting drug metabolism from PubChem BioAssay. Task: Regression/Classification. Given a drug SMILES string, predict its absorption, distribution, metabolism, or excretion properties. Task type varies by dataset: regression for continuous measurements (e.g., permeability, clearance, half-life) or binary classification for categorical outcomes (e.g., BBB penetration, CYP inhibition). Dataset: cyp2d6_veith. (1) The drug is c1ccc(N2CC[C@@]3(CCCNC3)C2)nc1. The result is 0 (non-inhibitor). (2) The drug is COCCNc1ccnc(-c2cccc(NS(C)(=O)=O)c2)n1. The result is 0 (non-inhibitor). (3) The compound is Cc1nc2c(C)cccn2c1/C(O)=C1\C(=O)C(=O)N(CCN2CCOCC2)C1c1cccs1. The result is 0 (non-inhibitor). (4) The molecule is C/C=C\C1=C(CO)[C@H](O)[C@H]2O[C@H]2[C@@H]1O. The result is 0 (non-inhibitor). (5) The molecule is CC(Oc1ccccc1)C(=O)Nc1nc2c(s1)C(=O)CC(C)(C)C2. The result is 0 (non-inhibitor). (6) The compound is CCc1sc(N(C(=O)Cc2ccccc2)c2cccc(F)c2)nc1-c1ccc(C)cc1. The result is 0 (non-inhibitor).